Predict the product of the given reaction. From a dataset of Forward reaction prediction with 1.9M reactions from USPTO patents (1976-2016). (1) Given the reactants [CH3:1][N:2]1[C:6]([C:7]2[CH:8]=[C:9]([C:16]([OH:18])=O)[S:10][C:11]=2[C:12]([F:15])([F:14])[F:13])=[CH:5][CH:4]=[N:3]1.F[P-](F)(F)(F)(F)F.[PH4+].CCN(C(C)C)C(C)C.[NH2:36][C@@H:37]([CH2:50][C:51]1[CH:56]=[CH:55][CH:54]=[CH:53][C:52]=1[C:57]([F:60])([F:59])[F:58])[CH2:38][N:39]1[C:47](=[O:48])[C:46]2[C:41](=[CH:42][CH:43]=[CH:44][CH:45]=2)[C:40]1=[O:49], predict the reaction product. The product is: [O:48]=[C:47]1[C:46]2[C:41](=[CH:42][CH:43]=[CH:44][CH:45]=2)[C:40](=[O:49])[N:39]1[CH2:38][C@@H:37]([NH:36][C:16]([C:9]1[S:10][C:11]([C:12]([F:13])([F:14])[F:15])=[C:7]([C:6]2[N:2]([CH3:1])[N:3]=[CH:4][CH:5]=2)[CH:8]=1)=[O:18])[CH2:50][C:51]1[CH:56]=[CH:55][CH:54]=[CH:53][C:52]=1[C:57]([F:59])([F:58])[F:60]. (2) Given the reactants [F:1][C:2]([F:17])([F:16])[C:3]1[CH:8]=[C:7]([OH:9])[CH:6]=[CH:5][C:4]=1[C:10]1[CH:15]=[CH:14][CH:13]=[CH:12][CH:11]=1.[H-].[Na+].C[O:21][C:22]([C:24]1[CH:29]=[CH:28][C:27]([C:30]2[CH:35]=[CH:34][C:33]([CH2:36]Br)=[CH:32][C:31]=2[F:38])=[CH:26][N:25]=1)=[O:23], predict the reaction product. The product is: [F:38][C:31]1[CH:32]=[C:33]([CH2:36][O:9][C:7]2[CH:6]=[CH:5][C:4]([C:10]3[CH:15]=[CH:14][CH:13]=[CH:12][CH:11]=3)=[C:3]([C:2]([F:16])([F:17])[F:1])[CH:8]=2)[CH:34]=[CH:35][C:30]=1[C:27]1[CH:28]=[CH:29][C:24]([C:22]([OH:23])=[O:21])=[N:25][CH:26]=1. (3) Given the reactants [NH:1]1[CH2:5][CH2:4][CH:3]([C:6]2[CH:7]=[N:8][CH:9]=[CH:10][CH:11]=2)[CH2:2]1.CN(C(ON1N=NC2C=CC=CC1=2)=[N+](C)C)C.[B-](F)(F)(F)F.C(N(C(C)C)C(C)C)C.[N:43]1[CH:48]=[CH:47][CH:46]=[CH:45][C:44]=1[C:49]1[O:53][N:52]=[CH:51][C:50]=1[C:54](O)=[O:55], predict the reaction product. The product is: [N:8]1[CH:9]=[CH:10][CH:11]=[C:6]([CH:3]2[CH2:4][CH2:5][N:1]([C:54]([C:50]3[CH:51]=[N:52][O:53][C:49]=3[C:44]3[CH:45]=[CH:46][CH:47]=[CH:48][N:43]=3)=[O:55])[CH2:2]2)[CH:7]=1. (4) The product is: [F:27][C:20]1[CH:19]=[C:18]([CH:28]([NH:30][C:31]([C:33]2[N:34]=[C:35]([C:3]3[CH:4]=[CH:5][CH:6]=[C:7]([C:8]([F:11])([F:10])[F:9])[C:2]=3[F:1])[O:36][CH:37]=2)=[O:32])[CH3:29])[CH:17]=[C:16]([F:15])[C:21]=1[NH:22][S:23]([CH3:26])(=[O:25])=[O:24]. Given the reactants [F:1][C:2]1[C:7]([C:8]([F:11])([F:10])[F:9])=[CH:6][CH:5]=[CH:4][C:3]=1B(O)O.[F:15][C:16]1[CH:17]=[C:18]([CH:28]([NH:30][C:31]([C:33]2[N:34]=[C:35](Cl)[O:36][CH:37]=2)=[O:32])[CH3:29])[CH:19]=[C:20]([F:27])[C:21]=1[NH:22][S:23]([CH3:26])(=[O:25])=[O:24].C([O-])([O-])=O.[Cs+].[Cs+], predict the reaction product. (5) Given the reactants Cl.[NH:2]1[CH2:7][CH2:6][C:5](=[CH:8][C:9]2[CH:10]=[C:11]([CH:23]=[CH:24][CH:25]=2)[O:12][C:13]2[CH:18]=[CH:17][C:16]([C:19]([F:22])([F:21])[F:20])=[CH:15][N:14]=2)[CH2:4][CH2:3]1.[CH3:26][C:27]1[CH:28]=[C:29]([NH:33][C:34](=O)[O:35]C2C=CC=CC=2)[CH:30]=[N:31][CH:32]=1.NC1C=NC=C(C)C=1.C(N(C(C)C)CC)(C)C, predict the reaction product. The product is: [CH3:26][C:27]1[CH:28]=[C:29]([NH:33][C:34]([N:2]2[CH2:7][CH2:6][C:5](=[CH:8][C:9]3[CH:25]=[CH:24][CH:23]=[C:11]([O:12][C:13]4[CH:18]=[CH:17][C:16]([C:19]([F:22])([F:20])[F:21])=[CH:15][N:14]=4)[CH:10]=3)[CH2:4][CH2:3]2)=[O:35])[CH:30]=[N:31][CH:32]=1. (6) Given the reactants [CH2:1]([C:4]1[CH:9]=[CH:8][CH:7]=[C:6]([Br:10])[C:5]=1[OH:11])[CH:2]=[CH2:3].ClC1C=C(C=CC=1)C(OO)=[O:17].C(=O)([O-])[O-].[K+].[K+].ClC1C2OC(CO)CC=2C(C(F)(F)F)=CC=1, predict the reaction product. The product is: [Br:10][C:6]1[C:5]2[O:11][CH:2]([CH2:3][OH:17])[CH2:1][C:4]=2[CH:9]=[CH:8][CH:7]=1.